This data is from Catalyst prediction with 721,799 reactions and 888 catalyst types from USPTO. The task is: Predict which catalyst facilitates the given reaction. (1) Reactant: [NH2:1][N:2]1[CH:6]=[CH:5][CH:4]=[C:3]1[C:7]([NH2:9])=[O:8].[C:10]([O:14][C:15]([NH:17][CH2:18][C:19](O)=[O:20])=[O:16])([CH3:13])([CH3:12])[CH3:11].C(Cl)CCl. Product: [C:7]([C:3]1[N:2]([NH:1][C:19](=[O:20])[CH2:18][NH:17][C:15](=[O:16])[O:14][C:10]([CH3:11])([CH3:12])[CH3:13])[CH:6]=[CH:5][CH:4]=1)(=[O:8])[NH2:9]. The catalyst class is: 1. (2) Reactant: [H-].[Li+].[Al+3].[H-].[H-].[H-].[CH2:7]([O:11][C:12]1[N:20]=[C:19]2[C:15]([N:16]=[CH:17][N:18]2[CH2:21][CH2:22][C:23]2[CH:28]=[CH:27][CH:26]=[C:25]([C:29](OC)=[O:30])[CH:24]=2)=[C:14]([NH2:33])[N:13]=1)[CH2:8][CH2:9][CH3:10].O.[OH-].[Na+]. Product: [CH2:7]([O:11][C:12]1[N:20]=[C:19]2[C:15]([N:16]=[CH:17][N:18]2[CH2:21][CH2:22][C:23]2[CH:28]=[CH:27][CH:26]=[C:25]([CH2:29][OH:30])[CH:24]=2)=[C:14]([NH2:33])[N:13]=1)[CH2:8][CH2:9][CH3:10]. The catalyst class is: 1. (3) Reactant: [C:1]([CH:4]1[CH2:9][N:8]([C:10]2[C:19]3[C:14](=[CH:15][C:16]([Cl:27])=[C:17]([C:20]4[CH:25]=[CH:24][C:23]([Cl:26])=[CH:22][CH:21]=4)[CH:18]=3)[N:13]=[CH:12][N:11]=2)[CH2:7][CH2:6][N:5]1[C:28]([O:30][C:31]([CH3:34])([CH3:33])[CH3:32])=[O:29])(=O)[NH2:2].CCN(CC)CC.C(OC(C(F)(F)F)=O)(C(F)(F)F)=O. Product: [Cl:27][C:16]1[CH:15]=[C:14]2[C:19]([C:10]([N:8]3[CH2:7][CH2:6][N:5]([C:28]([O:30][C:31]([CH3:32])([CH3:33])[CH3:34])=[O:29])[CH:4]([C:1]#[N:2])[CH2:9]3)=[N:11][CH:12]=[N:13]2)=[CH:18][C:17]=1[C:20]1[CH:25]=[CH:24][C:23]([Cl:26])=[CH:22][CH:21]=1. The catalyst class is: 2. (4) Reactant: N1(C2N=CC(C(=O)C)=CC=2)CCOCC1.[N:16]1([C:22]2[N:27]=[CH:26][C:25]([C:28]3[CH:32]=[C:31]([C:33]([F:36])([F:35])[F:34])[N:30]([C:37]4[N:42]=[N:41][C:40]([NH2:43])=[CH:39][CH:38]=4)[N:29]=3)=[CH:24][CH:23]=2)[CH2:21][CH2:20][O:19][CH2:18][CH2:17]1.C(N(CC)C(C)C)(C)C.[Br:53][C:54]1[CH:55]=[C:56]([CH:60]=[CH:61][CH:62]=1)[C:57](Cl)=[O:58].C(=O)(O)[O-].[Na+]. Product: [N:16]1([C:22]2[N:27]=[CH:26][C:25]([C:28]3[CH:32]=[C:31]([C:33]([F:36])([F:34])[F:35])[N:30]([C:37]4[N:42]=[N:41][C:40]([NH2:43])=[CH:39][CH:38]=4)[N:29]=3)=[CH:24][CH:23]=2)[CH2:17][CH2:18][O:19][CH2:20][CH2:21]1.[Br:53][C:54]1[CH:55]=[C:56]([CH:60]=[CH:61][CH:62]=1)[C:57]([NH:43][C:40]1[N:41]=[N:42][C:37]([N:30]2[C:31]([C:33]([F:36])([F:34])[F:35])=[CH:32][C:28]([C:25]3[CH:26]=[N:27][C:22]([N:16]4[CH2:17][CH2:18][O:19][CH2:20][CH2:21]4)=[CH:23][CH:24]=3)=[N:29]2)=[CH:38][CH:39]=1)=[O:58]. The catalyst class is: 7. (5) Product: [C:11]([O:15][C:16]([N:18]1[CH2:19][CH:20]=[C:21]([C:6]2[C:5]3[C:9](=[CH:10][C:2]([Cl:1])=[CH:3][CH:4]=3)[NH:8][CH:7]=2)[CH2:22][CH2:23]1)=[O:17])([CH3:14])([CH3:12])[CH3:13]. The catalyst class is: 8. Reactant: [Cl:1][C:2]1[CH:10]=[C:9]2[C:5]([CH:6]=[CH:7][NH:8]2)=[CH:4][CH:3]=1.[C:11]([O:15][C:16]([N:18]1[CH2:23][CH2:22][C:21](=O)[CH2:20][CH2:19]1)=[O:17])([CH3:14])([CH3:13])[CH3:12].N1CCCC1.